From a dataset of Peptide-MHC class I binding affinity with 185,985 pairs from IEDB/IMGT. Regression. Given a peptide amino acid sequence and an MHC pseudo amino acid sequence, predict their binding affinity value. This is MHC class I binding data. (1) The peptide sequence is AELLSCSHL. The MHC is HLA-B44:02 with pseudo-sequence HLA-B44:02. The binding affinity (normalized) is 0.502. (2) The MHC is HLA-A02:19 with pseudo-sequence HLA-A02:19. The peptide sequence is FLKDVMESM. The binding affinity (normalized) is 0.578.